Dataset: Full USPTO retrosynthesis dataset with 1.9M reactions from patents (1976-2016). Task: Predict the reactants needed to synthesize the given product. Given the product [C:2]1([N:8]([CH2:32][CH2:33][C:34]([O:36][CH3:37])=[O:35])[C:9]([C:11]2[CH:31]=[CH:30][C:14]3[N:15]([CH3:29])[C:16]([CH2:18][NH:19][C:20]4[CH:25]=[CH:24][C:23]([C:26](=[NH:27])[NH:28][C:39]([O:41][CH2:42][CH3:43])=[O:40])=[CH:22][CH:21]=4)=[N:17][C:13]=3[CH:12]=2)=[O:10])[CH:3]=[CH:4][CH:5]=[CH:6][CH:7]=1, predict the reactants needed to synthesize it. The reactants are: Cl.[C:2]1([N:8]([CH2:32][CH2:33][C:34]([O:36][CH3:37])=[O:35])[C:9]([C:11]2[CH:31]=[CH:30][C:14]3[N:15]([CH3:29])[C:16]([CH2:18][NH:19][C:20]4[CH:25]=[CH:24][C:23]([C:26](=[NH:28])[NH2:27])=[CH:22][CH:21]=4)=[N:17][C:13]=3[CH:12]=2)=[O:10])[CH:7]=[CH:6][CH:5]=[CH:4][CH:3]=1.Cl[C:39]([O:41][CH2:42][CH3:43])=[O:40].